Dataset: Forward reaction prediction with 1.9M reactions from USPTO patents (1976-2016). Task: Predict the product of the given reaction. Given the reactants [Br:1][C:2]1[CH:7]=[CH:6][C:5]([CH2:8][CH2:9][OH:10])=[CH:4][CH:3]=1.[CH3:11][C:12]1[C:17]([CH3:18])=[CH:16][C:15]([CH3:19])=[CH:14][C:13]=1O.C(P(CCCC)CCCC)CCC, predict the reaction product. The product is: [CH3:11][C:12]1[C:17]([CH3:18])=[CH:16][C:15]([CH3:19])=[CH:14][C:13]=1[O:10][CH2:9][CH2:8][C:5]1[CH:6]=[CH:7][C:2]([Br:1])=[CH:3][CH:4]=1.